Dataset: Reaction yield outcomes from USPTO patents with 853,638 reactions. Task: Predict the reaction yield, written as a fraction of the theoretical maximum amount of product (1.0 means a 100% yield; for example, 0.34 means a 34% yield). (1) The reactants are [OH:1][C@@H:2]([C:23]1[CH:28]=[CH:27][CH:26]=[CH:25][CH:24]=1)[CH2:3][CH2:4][N:5]1[CH2:10][CH2:9][CH:8]([C:11]2[CH:12]=[C:13]([NH:17][C:18](=[O:22])[CH:19]([CH3:21])[CH3:20])[CH:14]=[CH:15][CH:16]=2)[CH2:7][CH2:6]1.[F:29][C:30]1[CH:35]=[CH:34][C:33]([C:36]([F:39])([F:38])[F:37])=[CH:32][C:31]=1O.C1(P(C2C=CC=CC=2)C2C=CC=CC=2)C=CC=CC=1.N(C(OCC)=O)=NC(OCC)=O.N. The catalyst is C1COCC1.C(Cl)(Cl)Cl. The product is [F:29][C:30]1[CH:31]=[CH:32][C:33]([C:36]([F:37])([F:38])[F:39])=[CH:34][C:35]=1[O:1][C@H:2]([C:23]1[CH:24]=[CH:25][CH:26]=[CH:27][CH:28]=1)[CH2:3][CH2:4][N:5]1[CH2:10][CH2:9][CH:8]([C:11]2[CH:12]=[C:13]([NH:17][C:18](=[O:22])[CH:19]([CH3:21])[CH3:20])[CH:14]=[CH:15][CH:16]=2)[CH2:7][CH2:6]1. The yield is 0.404. (2) The reactants are CO[C:3]([C:5]1[N:6]([CH3:25])[N:7]=[C:8]([O:10][CH2:11][C:12]2[C:13]([C:18]3[CH:23]=[CH:22][C:21]([F:24])=[CH:20][N:19]=3)=[N:14][O:15][C:16]=2[CH3:17])[CH:9]=1)=[O:4].[NH2:26][CH:27]1[CH2:32][CH2:31][O:30][CH2:29][CH2:28]1. No catalyst specified. The product is [O:30]1[CH2:31][CH2:32][CH:27]([NH:26][C:3]([C:5]2[N:6]([CH3:25])[N:7]=[C:8]([O:10][CH2:11][C:12]3[C:13]([C:18]4[CH:23]=[CH:22][C:21]([F:24])=[CH:20][N:19]=4)=[N:14][O:15][C:16]=3[CH3:17])[CH:9]=2)=[O:4])[CH2:28][CH2:29]1. The yield is 0.370.